Task: Predict the reaction yield, written as a fraction of the theoretical maximum amount of product (1.0 means a 100% yield; for example, 0.34 means a 34% yield).. Dataset: Reaction yield outcomes from USPTO patents with 853,638 reactions (1) The reactants are Br.[Br:2][CH2:3][CH2:4][CH2:5][NH2:6].C([O-])([O-])=O.[K+].[K+].[C:13](O[C:13]([O:15][C:16]([CH3:19])([CH3:18])[CH3:17])=[O:14])([O:15][C:16]([CH3:19])([CH3:18])[CH3:17])=[O:14]. The catalyst is O1CCOCC1.O. The product is [Br:2][CH:3]([C:13]([O:15][C:16]([CH3:19])([CH3:18])[CH3:17])=[O:14])[CH2:4][CH2:5][NH2:6]. The yield is 0.930. (2) The reactants are [Cl:1][C:2]1[CH:3]=[CH:4][C:5]([F:12])=[C:6]([CH:8]([OH:11])[CH2:9][CH3:10])[CH:7]=1.[Cr](Cl)([O-])(=O)=O.[NH+]1C=CC=CC=1. The catalyst is C(Cl)Cl. The product is [Cl:1][C:2]1[CH:3]=[CH:4][C:5]([F:12])=[C:6]([C:8](=[O:11])[CH2:9][CH3:10])[CH:7]=1. The yield is 0.650. (3) The reactants are [Cl:1][C:2]1[CH:23]=[CH:22][CH:21]=[CH:20][C:3]=1[O:4][C:5]1[CH2:9][N:8]([C@@H:10]([CH2:14][C:15]([F:18])([F:17])[CH3:16])[C:11]([OH:13])=O)[C:7](=[O:19])[CH:6]=1.[CH3:24][C:25]1([CH3:37])[O:29][C@H:28]([CH2:30][N:31]2[CH:35]=[CH:34][C:33]([NH2:36])=[N:32]2)[CH2:27][O:26]1.C(N(CC)C(C)C)(C)C.F[P-](F)(F)(F)(F)F.N1(O[P+](N(C)C)(N(C)C)N(C)C)C2C=CC=CC=2N=N1. The catalyst is CN(C)C=O.C(OCC)(=O)C. The product is [CH3:24][C:25]1([CH3:37])[O:29][C@H:28]([CH2:30][N:31]2[CH:35]=[CH:34][C:33]([NH:36][C:11](=[O:13])[C@@H:10]([N:8]3[CH2:9][C:5]([O:4][C:3]4[CH:20]=[CH:21][CH:22]=[CH:23][C:2]=4[Cl:1])=[CH:6][C:7]3=[O:19])[CH2:14][C:15]([F:18])([F:17])[CH3:16])=[N:32]2)[CH2:27][O:26]1. The yield is 0.400. (4) The reactants are [F:1][C:2]1[CH:3]=[C:4]([C:10]2[C:11]([C:17]3[CH:22]=[CH:21][C:20]([O:23][CH3:24])=[CH:19][CH:18]=3)=[CH:12][C:13](=[O:16])[NH:14][N:15]=2)[CH:5]=[CH:6][C:7]=1[O:8][CH3:9].Cl[CH2:26][CH:27]1[CH2:29][CH2:28]1. No catalyst specified. The product is [CH:27]1([CH2:26][N:14]2[C:13](=[O:16])[CH:12]=[C:11]([C:17]3[CH:18]=[CH:19][C:20]([O:23][CH3:24])=[CH:21][CH:22]=3)[C:10]([C:4]3[CH:5]=[CH:6][C:7]([O:8][CH3:9])=[C:2]([F:1])[CH:3]=3)=[N:15]2)[CH2:29][CH2:28]1. The yield is 0.930. (5) The reactants are Cl[C:2]1[CH:7]=[C:6]([NH:8][C:9]2[CH:10]=[C:11]([CH:19]=[CH:20][CH:21]=2)[C:12]([O:14][C:15]([CH3:18])([CH3:17])[CH3:16])=[O:13])[N:5]2[N:22]=[CH:23][CH:24]=[C:4]2[N:3]=1.[Cl:25][C:26]1[CH:27]=[C:28]([CH:30]=[CH:31][CH:32]=1)[NH2:29].Cl.O1CCOCC1.[OH-].[Na+]. The catalyst is O.C(O)(C)(C)C. The product is [Cl:25][C:26]1[CH:27]=[C:28]([NH:29][C:2]2[CH:7]=[C:6]([NH:8][C:9]3[CH:10]=[C:11]([CH:19]=[CH:20][CH:21]=3)[C:12]([O:14][C:15]([CH3:17])([CH3:18])[CH3:16])=[O:13])[N:5]3[N:22]=[CH:23][CH:24]=[C:4]3[N:3]=2)[CH:30]=[CH:31][CH:32]=1. The yield is 0.550.